Dataset: Full USPTO retrosynthesis dataset with 1.9M reactions from patents (1976-2016). Task: Predict the reactants needed to synthesize the given product. Given the product [CH2:1]([O:8][C:9]1[CH:19]=[CH:18][C:12]2[CH:13]=[C:14]([CH2:16][N:24]3[C:20](=[O:30])[C:21]4[C:22](=[CH:26][CH:27]=[CH:28][CH:29]=4)[C:23]3=[O:25])[O:15][C:11]=2[CH:10]=1)[C:2]1[CH:3]=[CH:4][CH:5]=[CH:6][CH:7]=1, predict the reactants needed to synthesize it. The reactants are: [CH2:1]([O:8][C:9]1[CH:19]=[CH:18][C:12]2[CH:13]=[C:14]([CH2:16]O)[O:15][C:11]=2[CH:10]=1)[C:2]1[CH:7]=[CH:6][CH:5]=[CH:4][CH:3]=1.[C:20]1(=[O:30])[NH:24][C:23](=[O:25])[C:22]2=[CH:26][CH:27]=[CH:28][CH:29]=[C:21]12.C1(P(C2C=CC=CC=2)C2C=CC=CC=2)C=CC=CC=1.CCOC(/N=N/C(OCC)=O)=O.